This data is from Catalyst prediction with 721,799 reactions and 888 catalyst types from USPTO. The task is: Predict which catalyst facilitates the given reaction. (1) The catalyst class is: 9. Reactant: [CH3:1][O:2][C:3]1[CH:27]=[CH:26][C:6]([CH2:7][N:8]2[C:17]3[CH:18]=[CH:19][C:20]([C:22](O)=[O:23])=[CH:21][C:16]=3[C:15]3[N:14]=[CH:13][CH:12]=[CH:11][C:10]=3[C:9]2=[O:25])=[CH:5][CH:4]=1.Cl.C(N=C=NCCCN(C)C)C.O.ON1C2C=CC=CC=2N=N1.[NH2:51][CH2:52][CH2:53][N:54]1[CH2:59][CH2:58][CH2:57][CH2:56][CH2:55]1. Product: [CH3:1][O:2][C:3]1[CH:27]=[CH:26][C:6]([CH2:7][N:8]2[C:17]3[CH:18]=[CH:19][C:20]([C:22]([NH:51][CH2:52][CH2:53][N:54]4[CH2:59][CH2:58][CH2:57][CH2:56][CH2:55]4)=[O:23])=[CH:21][C:16]=3[C:15]3[N:14]=[CH:13][CH:12]=[CH:11][C:10]=3[C:9]2=[O:25])=[CH:5][CH:4]=1. (2) Reactant: [NH2:1][C@H:2]1[CH2:6][C@:5]([C:9]([N:11]2[CH2:16][C@@H:15]3[CH2:17][C@H:12]2[CH2:13][N:14]3[C:18]([O:20][C:21]([CH3:24])([CH3:23])[CH3:22])=[O:19])=[O:10])([CH2:7][CH3:8])[CH:4]=[CH:3]1.[H][H]. Product: [NH2:1][C@@H:2]1[CH2:3][CH2:4][C@@:5]([C:9]([N:11]2[CH2:16][C@@H:15]3[CH2:17][C@H:12]2[CH2:13][N:14]3[C:18]([O:20][C:21]([CH3:22])([CH3:24])[CH3:23])=[O:19])=[O:10])([CH2:7][CH3:8])[CH2:6]1. The catalyst class is: 43. (3) Reactant: [H-].[Na+].[Cl:3][C:4]1[CH:12]=[CH:11][C:10]2[NH:9][C:8]3[CH2:13][CH2:14][N:15]([CH3:17])[CH2:16][C:7]=3[C:6]=2[CH:5]=1.[CH:18]([C:21]1([C:24]2[CH:29]=[CH:28][N:27]=[CH:26][CH:25]=2)[CH2:23][O:22]1)([CH3:20])[CH3:19]. Product: [Cl:3][C:4]1[CH:12]=[CH:11][C:10]2[N:9]([CH2:23][C:21]([C:24]3[CH:29]=[CH:28][N:27]=[CH:26][CH:25]=3)([OH:22])[CH:18]([CH3:20])[CH3:19])[C:8]3[CH2:13][CH2:14][N:15]([CH3:17])[CH2:16][C:7]=3[C:6]=2[CH:5]=1. The catalyst class is: 3. (4) Reactant: [CH:1]1([N:7]([CH2:32][CH:33]2[CH2:35][CH2:34]2)[C:8]2[N:13]=[CH:12][N:11]=[C:10]([C:14]([NH:16][C:17]3[CH:31]=[CH:30][C:20]([CH2:21][NH:22][CH:23]([CH2:28][CH3:29])[C:24]([O:26]C)=[O:25])=[CH:19][CH:18]=3)=[O:15])[CH:9]=2)[CH2:6][CH2:5][CH2:4][CH2:3][CH2:2]1.[OH-].[Na+].Cl. Product: [CH:1]1([N:7]([CH2:32][CH:33]2[CH2:34][CH2:35]2)[C:8]2[N:13]=[CH:12][N:11]=[C:10]([C:14]([NH:16][C:17]3[CH:18]=[CH:19][C:20]([CH2:21][NH:22][CH:23]([CH2:28][CH3:29])[C:24]([OH:26])=[O:25])=[CH:30][CH:31]=3)=[O:15])[CH:9]=2)[CH2:2][CH2:3][CH2:4][CH2:5][CH2:6]1. The catalyst class is: 92. (5) Product: [Cl:10][C:7]1[CH:8]=[CH:9][C:4]([C:3]([N:14]([O:15][CH3:16])[CH3:13])=[O:11])=[CH:5][N:6]=1. Reactant: CO[C:3](=[O:11])[C:4]1[CH:9]=[CH:8][C:7]([Cl:10])=[N:6][CH:5]=1.Cl.[CH3:13][NH:14][O:15][CH3:16].C([Mg]Cl)(C)C. The catalyst class is: 7. (6) Reactant: [Br-].[CH:2]1([CH2:8][NH:9]CC2CCCCC2)[CH2:7][CH2:6][CH2:5][CH2:4][CH2:3]1.C([Sn](CCCC)(CCCC)C1[N:23]=CSC=1)CCC. Product: [NH:23]1[C:7]2[C:2](=[CH:3][CH:4]=[CH:5][CH:6]=2)[CH:8]=[N:9]1. The catalyst class is: 3.